This data is from Reaction yield outcomes from USPTO patents with 853,638 reactions. The task is: Predict the reaction yield, written as a fraction of the theoretical maximum amount of product (1.0 means a 100% yield; for example, 0.34 means a 34% yield). (1) The reactants are [NH2:1][C:2]1[CH:7]=[CH:6][C:5]([C:8]#[C:9][C:10]2[N:11]([CH2:23][CH3:24])[C:12]3[C:17]([C:18]=2[C:19]#[N:20])=[CH:16][CH:15]=[C:14]([O:21][CH3:22])[CH:13]=3)=[CH:4][CH:3]=1.[CH3:25][S:26](Cl)(=[O:28])=[O:27]. The catalyst is N1C=CC=CC=1.C(OCC)(=O)C. The product is [C:19]([C:18]1[C:17]2[C:12](=[CH:13][C:14]([O:21][CH3:22])=[CH:15][CH:16]=2)[N:11]([CH2:23][CH3:24])[C:10]=1[C:9]#[C:8][C:5]1[CH:6]=[CH:7][C:2]([NH:1][S:26]([CH3:25])(=[O:28])=[O:27])=[CH:3][CH:4]=1)#[N:20]. The yield is 0.920. (2) The catalyst is [Cl-].C([N+](CC)(CC)CC)C1C=CC=CC=1. The yield is 0.800. The reactants are [O:1]1[C:5]2[CH:6]=[CH:7][C:8]([CH2:10][C:11]#N)=[CH:9][C:4]=2[O:3][CH2:2]1.Br[CH2:14][CH2:15]Cl.[OH-:17].[Na+].[OH2:19]. The product is [O:1]1[C:5]2[CH:6]=[CH:7][C:8]([C:10]3([C:11]([OH:19])=[O:17])[CH2:15][CH2:14]3)=[CH:9][C:4]=2[O:3][CH2:2]1. (3) The reactants are [OH:1][C:2]1[C:7]([CH3:8])=[CH:6][C:5]([C:9]2[NH:18][C:17](=[O:19])[C:16]3[C:11](=[CH:12][CH:13]=[C:14]([CH:20]=O)[CH:15]=3)[N:10]=2)=[CH:4][C:3]=1[CH3:22].[CH3:23][N:24]1[CH2:29][CH2:28][NH:27][CH2:26][CH2:25]1.[BH-](OC(C)=O)(OC(C)=O)OC(C)=O.[Na+]. The catalyst is ClCCCl.C(Cl)Cl. The product is [OH:1][C:2]1[C:3]([CH3:22])=[CH:4][C:5]([C:9]2[NH:18][C:17](=[O:19])[C:16]3[C:11](=[CH:12][CH:13]=[C:14]([CH2:20][N:27]4[CH2:28][CH2:29][N:24]([CH3:23])[CH2:25][CH2:26]4)[CH:15]=3)[N:10]=2)=[CH:6][C:7]=1[CH3:8]. The yield is 0.250. (4) The yield is 0.371. No catalyst specified. The reactants are Br[C:2]1[CH:22]=[CH:21][C:5]([O:6][CH2:7][C@H:8]2[CH2:13][CH2:12][C@H:11]([O:14][CH:15]3[CH2:20][CH2:19][CH2:18][CH2:17][O:16]3)[CH2:10][CH2:9]2)=[CH:4][C:3]=1[F:23].[B:24]1([B:24]2[O:28][C:27]([CH3:30])([CH3:29])[C:26]([CH3:32])([CH3:31])[O:25]2)[O:28][C:27]([CH3:30])([CH3:29])[C:26]([CH3:32])([CH3:31])[O:25]1.CC1(C)C(C)(C)OB(C2C=CC(OC[C@@H]3CC[C@H](OC4CCCCO4)CC3)=CC=2)O1. The product is [F:23][C:3]1[CH:4]=[C:5]([CH:21]=[CH:22][C:2]=1[B:24]1[O:28][C:27]([CH3:30])([CH3:29])[C:26]([CH3:32])([CH3:31])[O:25]1)[O:6][CH2:7][C@H:8]1[CH2:13][CH2:12][C@H:11]([O:14][CH:15]2[CH2:20][CH2:19][CH2:18][CH2:17][O:16]2)[CH2:10][CH2:9]1.